This data is from Catalyst prediction with 721,799 reactions and 888 catalyst types from USPTO. The task is: Predict which catalyst facilitates the given reaction. (1) Reactant: S(Cl)([Cl:4])(=O)=O.[OH:6][C:7]1[CH:12]=[CH:11][C:10]([CH2:13][CH:14]([O:20][C:21]2[CH:26]=[CH:25][CH:24]=[CH:23][CH:22]=2)[C:15]([O:17][CH2:18][CH3:19])=[O:16])=[CH:9][CH:8]=1. Product: [Cl:4][C:12]1[CH:11]=[C:10]([CH2:13][CH:14]([O:20][C:21]2[CH:22]=[CH:23][CH:24]=[CH:25][CH:26]=2)[C:15]([O:17][CH2:18][CH3:19])=[O:16])[CH:9]=[CH:8][C:7]=1[OH:6]. The catalyst class is: 27. (2) Reactant: [CH3:1][O:2][CH:3]([O:25][CH3:26])[C:4]1[CH:5]=[C:6]2[C:11](=[CH:12][CH:13]=1)[N:10]=[CH:9][N:8]([C:14]1[CH:15]=[C:16]([CH:20]=[CH:21][C:22]=1[CH3:23])[C:17](O)=[O:18])[C:7]2=[O:24].C(N(CC)C(C)C)(C)C.CN([C:39]([O:43][N:44]1N=NC2C=CC=NC1=2)=[N+](C)C)C.F[P-](F)(F)(F)(F)F.Cl.CON. Product: [CH3:1][O:2][CH:3]([O:25][CH3:26])[C:4]1[CH:5]=[C:6]2[C:11](=[CH:12][CH:13]=1)[N:10]=[CH:9][N:8]([C:14]1[CH:15]=[C:16]([CH:20]=[CH:21][C:22]=1[CH3:23])[C:17]([NH:44][O:43][CH3:39])=[O:18])[C:7]2=[O:24]. The catalyst class is: 2. (3) Reactant: [CH3:1][C:2]1([CH3:18])[C:6]([CH3:8])([CH3:7])[O:5][B:4]([C:9]2[CH:10]=[C:11]([CH:15]=[CH:16][CH:17]=2)[C:12]([OH:14])=O)[O:3]1.[NH2:19][C:20]1[CH:32]=[CH:31][C:23]([C:24]([O:26][C:27]([CH3:30])([CH3:29])[CH3:28])=[O:25])=[CH:22][CH:21]=1.CN(C(ON1N=NC2C=CC=NC1=2)=[N+](C)C)C.F[P-](F)(F)(F)(F)F.CCN(C(C)C)C(C)C. Product: [CH3:18][C:2]1([CH3:1])[C:6]([CH3:7])([CH3:8])[O:5][B:4]([C:9]2[CH:10]=[C:11]([CH:15]=[CH:16][CH:17]=2)[C:12]([NH:19][C:20]2[CH:32]=[CH:31][C:23]([C:24]([O:26][C:27]([CH3:28])([CH3:29])[CH3:30])=[O:25])=[CH:22][CH:21]=2)=[O:14])[O:3]1. The catalyst class is: 3. (4) Reactant: [Cl:1][C:2]1[CH:3]=[C:4]([C:12]2[O:16][N:15]=[C:14]([C:17]3[CH:18]=[CH:19][CH:20]=[C:21]4[C:25]=3[NH:24][CH:23]=[C:22]4[C:26](=[O:34])[CH2:27][CH2:28][C:29]([O:31]CC)=[O:30])[N:13]=2)[CH:5]=[CH:6][C:7]=1[O:8][CH:9]([CH3:11])[CH3:10].[OH-].[Na+].Cl. Product: [Cl:1][C:2]1[CH:3]=[C:4]([C:12]2[O:16][N:15]=[C:14]([C:17]3[CH:18]=[CH:19][CH:20]=[C:21]4[C:25]=3[NH:24][CH:23]=[C:22]4[C:26](=[O:34])[CH2:27][CH2:28][C:29]([OH:31])=[O:30])[N:13]=2)[CH:5]=[CH:6][C:7]=1[O:8][CH:9]([CH3:10])[CH3:11]. The catalyst class is: 1. (5) Reactant: Br[CH:2]([CH3:15])[C:3]([C:5]1[CH:10]=[CH:9][C:8]([C:11]([F:14])([F:13])[F:12])=[CH:7][CH:6]=1)=O.[NH2:16][C:17]1[N:22]=[CH:21][CH:20]=[CH:19][N:18]=1.C(=O)(O)[O-].[Na+]. Product: [CH3:15][C:2]1[N:16]=[C:17]2[N:22]=[CH:21][CH:20]=[CH:19][N:18]2[C:3]=1[C:5]1[CH:10]=[CH:9][C:8]([C:11]([F:14])([F:13])[F:12])=[CH:7][CH:6]=1. The catalyst class is: 41.